Predict the product of the given reaction. From a dataset of Forward reaction prediction with 1.9M reactions from USPTO patents (1976-2016). (1) The product is: [C:1]([O:5][C:6]([N:8]([CH3:32])[CH2:9][CH:10]([C:14]1[CH:15]=[CH:16][C:17]([CH2:20][O:21][Si:22]([CH:23]([CH3:24])[CH3:25])([CH:26]([CH3:28])[CH3:27])[CH:29]([CH3:31])[CH3:30])=[CH:18][CH:19]=1)[C:11]([OH:13])=[O:12])=[O:7])([CH3:4])([CH3:2])[CH3:3]. Given the reactants [C:1]([O:5][C:6]([NH:8][CH2:9][CH:10]([C:14]1[CH:19]=[CH:18][C:17]([CH2:20][O:21][Si:22]([CH:29]([CH3:31])[CH3:30])([CH:26]([CH3:28])[CH3:27])[CH:23]([CH3:25])[CH3:24])=[CH:16][CH:15]=1)[C:11]([OH:13])=[O:12])=[O:7])([CH3:4])([CH3:3])[CH3:2].[CH3:32]I.[H-].[Na+], predict the reaction product. (2) Given the reactants [C:1]([C:3]1[CH:11]=[CH:10][CH:9]=[C:8]2[C:4]=1[CH:5]=[CH:6][NH:7]2)#[N:2].C([O-])([O-])=O.[Cs+].[Cs+].Br[CH2:19][CH2:20][C:21]([O:23][CH2:24][CH3:25])=[O:22], predict the reaction product. The product is: [C:1]([C:3]1[CH:11]=[CH:10][CH:9]=[C:8]2[C:4]=1[CH:5]=[CH:6][N:7]2[CH2:19][CH2:20][C:21]([O:23][CH2:24][CH3:25])=[O:22])#[N:2]. (3) Given the reactants Br[C:2]([CH3:9])([CH3:8])[C:3]([O:5][CH2:6][CH3:7])=[O:4].O.Cl.[NH:12]1[CH2:17][CH2:16][C:15](=[O:18])[CH2:14][CH2:13]1.C(#N)C.C(=O)([O-])[O-].[K+].[K+], predict the reaction product. The product is: [CH3:8][C:2]([N:12]1[CH2:17][CH2:16][C:15](=[O:18])[CH2:14][CH2:13]1)([CH3:9])[C:3]([O:5][CH2:6][CH3:7])=[O:4]. (4) Given the reactants [Br:1][C:2]1[CH:3]=[C:4]([C:8]([NH:12][C:13](=[O:16])[CH2:14][Cl:15])([CH3:11])[CH2:9][OH:10])[CH:5]=[CH:6][CH:7]=1, predict the reaction product. The product is: [Br:1][C:2]1[CH:3]=[C:4]([C@@:8]([NH:12][C:13](=[O:16])[CH2:14][Cl:15])([CH3:11])[CH2:9][OH:10])[CH:5]=[CH:6][CH:7]=1. (5) Given the reactants [NH2:1][C:2]1[CH:3]=[CH:4][C:5]2[O:9][C:8]([C:10]([NH:12][C:13]3[CH:18]=[CH:17][C:16]([C:19]4[CH:24]=[CH:23][C:22]([S:25]([NH:28][C@H:29]([C:33]([OH:35])=[O:34])[CH:30]([CH3:32])[CH3:31])(=[O:27])=[O:26])=[CH:21][CH:20]=4)=[CH:15][CH:14]=3)=[O:11])=[CH:7][C:6]=2[CH:36]=1.C(N(CC)C(C)C)(C)C.[CH3:46][S:47](Cl)(=[O:49])=[O:48], predict the reaction product. The product is: [CH3:46][S:47]([NH:1][C:2]1[CH:3]=[CH:4][C:5]2[O:9][C:8]([C:10]([NH:12][C:13]3[CH:18]=[CH:17][C:16]([C:19]4[CH:20]=[CH:21][C:22]([S:25]([NH:28][C@H:29]([C:33]([OH:35])=[O:34])[CH:30]([CH3:32])[CH3:31])(=[O:26])=[O:27])=[CH:23][CH:24]=4)=[CH:15][CH:14]=3)=[O:11])=[CH:7][C:6]=2[CH:36]=1)(=[O:49])=[O:48]. (6) Given the reactants [Br-].[CH2:2]([P+](C1C=CC=CC=1)(C1C=CC=CC=1)C1C=CC=CC=1)[CH:3]=[CH:4][C:5]1[CH:10]=[CH:9][CH:8]=[CH:7][CH:6]=1.CC([O-])(C)C.[K+].[Br:36][C:37]1[CH:38]=[C:39]([C:50]2[CH:57]=[CH:56][C:53]([CH:54]=O)=[CH:52][CH:51]=2)[S:40][C:41]=1[C:42]1[CH:47]=[CH:46][C:45]([O:48][CH3:49])=[CH:44][CH:43]=1.O, predict the reaction product. The product is: [Br:36][C:37]1[CH:38]=[C:39]([C:50]2[CH:51]=[CH:52][C:53](/[CH:54]=[CH:2]/[CH:3]=[CH:4]/[C:5]3[CH:6]=[CH:7][CH:8]=[CH:9][CH:10]=3)=[CH:56][CH:57]=2)[S:40][C:41]=1[C:42]1[CH:47]=[CH:46][C:45]([O:48][CH3:49])=[CH:44][CH:43]=1.